Dataset: Reaction yield outcomes from USPTO patents with 853,638 reactions. Task: Predict the reaction yield, written as a fraction of the theoretical maximum amount of product (1.0 means a 100% yield; for example, 0.34 means a 34% yield). (1) The reactants are C([O:3][C:4](=[O:16])[C:5]([S:8]([CH:11]1[CH2:15][CH2:14][CH2:13][CH2:12]1)(=[O:10])=[O:9])([CH3:7])[CH3:6])C.O.[OH-].[Li+]. The catalyst is O1CCOCC1.O.O. The product is [CH:11]1([S:8]([C:5]([CH3:7])([CH3:6])[C:4]([OH:16])=[O:3])(=[O:10])=[O:9])[CH2:12][CH2:13][CH2:14][CH2:15]1. The yield is 0.920. (2) The catalyst is C(Cl)Cl. The yield is 0.640. The reactants are [C:1](Cl)(=[O:3])[CH3:2].[Cl-].[Cl-].[Cl-].[Al+3].[O:9]1[C:18]2[C:13](=[CH:14][CH:15]=[CH:16][CH:17]=2)[CH2:12][CH2:11][CH2:10]1.Cl. The product is [O:9]1[C:18]2[C:13](=[CH:14][C:15]([C:1](=[O:3])[CH3:2])=[CH:16][CH:17]=2)[CH2:12][CH2:11][CH2:10]1. (3) The product is [CH3:1][C:2]1[CH:7]=[CH:6][C:5]2[N:8]([CH2:9][C:10]3[CH:20]=[CH:19][C:13]4[N:14]=[C:15]([S:17][CH3:18])[S:16][C:12]=4[CH:11]=3)[CH:22]=[N:21][C:4]=2[CH:3]=1. The catalyst is C(O)=O. The reactants are [CH3:1][C:2]1[CH:3]=[C:4]([NH2:21])[C:5]([NH:8][CH2:9][C:10]2[CH:20]=[CH:19][C:13]3[N:14]=[C:15]([S:17][CH3:18])[S:16][C:12]=3[CH:11]=2)=[CH:6][CH:7]=1.[CH:22](OCC)(OCC)OCC. The yield is 0.850. (4) The reactants are [CH3:1][N:2]1[C:7](=[O:8])[N:6]2[CH:9]=[N:10][C:11]([C:12](=[S:14])[NH2:13])=[C:5]2[N:4]=[N:3]1.[CH3:15][I:16]. The catalyst is C(#N)C. The product is [IH:16].[CH3:1][N:2]1[C:7](=[O:8])[N:6]2[CH:9]=[N:10][C:11]([C:12]([S:14][CH3:15])=[NH:13])=[C:5]2[N:4]=[N:3]1. The yield is 0.880. (5) The reactants are [C:12]([O:11][C:9](O[C:9]([O:11][C:12]([CH3:15])([CH3:14])[CH3:13])=[O:10])=[O:10])([CH3:15])([CH3:14])[CH3:13].[NH:16]1[CH2:21][CH2:20][CH:19]([C:22]([O:24][CH2:25][CH3:26])=[O:23])[CH2:18][CH2:17]1.CCN(CC)CC. No catalyst specified. The product is [N:16]1([C:9]([O:11][C:12]([CH3:13])([CH3:14])[CH3:15])=[O:10])[CH2:21][CH2:20][CH:19]([C:22]([O:24][CH2:25][CH3:26])=[O:23])[CH2:18][CH2:17]1. The yield is 0.930. (6) The reactants are [C:1]([C:3]1[CH:4]=[C:5]2[C:9](=[CH:10][CH:11]=1)[NH:8][CH:7]=[CH:6]2)#[CH:2].[Cl:12][C:13]1[C:14]([C:20]#[N:21])=[N:15][CH:16]=[C:17](Cl)[CH:18]=1.C([N:24](CC)CC)C. The catalyst is [Cu]I.Cl[Pd](Cl)([P](C1C=CC=CC=1)(C1C=CC=CC=1)C1C=CC=CC=1)[P](C1C=CC=CC=1)(C1C=CC=CC=1)C1C=CC=CC=1.CN(C=O)C. The product is [CH3:6][C:5]1[C:4]2=[C:13]3[C:14](=[C:20]([NH2:21])[N:24]=[C:3]2[CH:11]=[CH:10][CH:9]=1)[N:15]=[CH:16][CH:17]=[CH:18]3.[NH:8]1[C:9]2[C:5](=[CH:4][C:3]([C:1]#[C:2][C:17]3[CH:18]=[C:13]([Cl:12])[C:14]([C:20]#[N:21])=[N:15][CH:16]=3)=[CH:11][CH:10]=2)[CH:6]=[CH:7]1. The yield is 0.0400. (7) The reactants are C(NC(C)C)(C)C.C([Li])CCC.[F:13][C:14]([F:27])([F:26])[S:15][C:16]1[CH:21]=[CH:20][C:19]([CH2:22][C:23]([OH:25])=[O:24])=[CH:18][CH:17]=1.I[CH2:29][CH:30]1[CH2:34][CH2:33][CH2:32][CH2:31]1. The catalyst is O1CCCC1.CN1CCCN(C)C1=O. The product is [CH:30]1([CH2:29][CH:22]([C:19]2[CH:18]=[CH:17][C:16]([S:15][C:14]([F:26])([F:13])[F:27])=[CH:21][CH:20]=2)[C:23]([OH:25])=[O:24])[CH2:34][CH2:33][CH2:32][CH2:31]1. The yield is 0.580. (8) The reactants are Br[C:2]1[C:10]2[C:5](=[CH:6][CH:7]=[C:8]([C:11]#[N:12])[CH:9]=2)[N:4]([CH:13]2[CH2:18][CH2:17][CH2:16][CH2:15][O:14]2)[N:3]=1.[OH:19][C:20]1[CH:21]=[C:22](B(O)O)[CH:23]=[CH:24][CH:25]=1.P([O-])([O-])([O-])=O.[K+].[K+].[K+]. The catalyst is C(COC)OC.ClCCl.C1C=CC(P(C2C=CC=CC=2)[C-]2C=CC=C2)=CC=1.C1C=CC(P(C2C=CC=CC=2)[C-]2C=CC=C2)=CC=1.Cl[Pd]Cl.[Fe+2]. The product is [OH:19][C:20]1[CH:25]=[C:24]([C:2]2[C:10]3[C:5](=[CH:6][CH:7]=[C:8]([C:11]#[N:12])[CH:9]=3)[N:4]([CH:13]3[CH2:18][CH2:17][CH2:16][CH2:15][O:14]3)[N:3]=2)[CH:23]=[CH:22][CH:21]=1. The yield is 0.850.